This data is from Catalyst prediction with 721,799 reactions and 888 catalyst types from USPTO. The task is: Predict which catalyst facilitates the given reaction. (1) Reactant: [F:1][C:2]([F:35])([F:34])[CH2:3][CH2:4][CH2:5][C:6]1[CH:11]=[CH:10][C:9]([C:12]2[CH:17]=[CH:16][C:15]([S:18]([C:21]3([C:27]([O:29]C(C)(C)C)=[O:28])[CH2:26][CH2:25][O:24][CH2:23][CH2:22]3)(=[O:20])=[O:19])=[CH:14][CH:13]=2)=[CH:8][CH:7]=1. Product: [F:35][C:2]([F:1])([F:34])[CH2:3][CH2:4][CH2:5][C:6]1[CH:11]=[CH:10][C:9]([C:12]2[CH:17]=[CH:16][C:15]([S:18]([C:21]3([C:27]([OH:29])=[O:28])[CH2:26][CH2:25][O:24][CH2:23][CH2:22]3)(=[O:20])=[O:19])=[CH:14][CH:13]=2)=[CH:8][CH:7]=1. The catalyst class is: 330. (2) Reactant: [NH2:1][C:2]1[O:6][N:5]=[C:4]([C:7]2[CH:12]=[CH:11][C:10]([O:13][C:14]([F:17])([F:16])[F:15])=[CH:9][CH:8]=2)[C:3]=1[C:18](O)=[O:19].Cl.C(N=C=NCCCN(C)C)C.[CH3:33][O:34][C:35]1[CH:40]=[CH:39][CH:38]=[CH:37][C:36]=1[N:41]1[CH2:46][CH2:45][NH:44][CH2:43][CH2:42]1. Product: [NH2:1][C:2]1[O:6][N:5]=[C:4]([C:7]2[CH:8]=[CH:9][C:10]([O:13][C:14]([F:16])([F:17])[F:15])=[CH:11][CH:12]=2)[C:3]=1[C:18]([N:44]1[CH2:43][CH2:42][N:41]([C:36]2[CH:37]=[CH:38][CH:39]=[CH:40][C:35]=2[O:34][CH3:33])[CH2:46][CH2:45]1)=[O:19]. The catalyst class is: 4. (3) Reactant: [F:1][C:2]1[CH:26]=[C:25]([N+:27]([O-])=O)[CH:24]=[CH:23][C:3]=1[O:4][C:5]1[CH:10]=[CH:9][C:8]([C:11]2[CH:16]=[CH:15][CH:14]=[CH:13][CH:12]=2)=[CH:7][C:6]=1[C:17]1[N:21]([CH3:22])[N:20]=[CH:19][CH:18]=1.[Cl-].[Cl-].[Ca+2]. Product: [F:1][C:2]1[CH:26]=[C:25]([CH:24]=[CH:23][C:3]=1[O:4][C:5]1[CH:10]=[CH:9][C:8]([C:11]2[CH:16]=[CH:15][CH:14]=[CH:13][CH:12]=2)=[CH:7][C:6]=1[C:17]1[N:21]([CH3:22])[N:20]=[CH:19][CH:18]=1)[NH2:27]. The catalyst class is: 190. (4) Reactant: C([O:4][C@@H:5]1[C@@H:10]([O:11]C(=O)C)[C@H:9]([O:15]C(=O)C)[C@@H:8]([CH2:19][O:20]C(=O)C)[O:7][C@H:6]1C1C=C(CC2SC3C=CC=CC=3C=2)C=CC=1OC1CCCC1)(=O)C.C[O-:47].[Na+]. Product: [CH2:19]([OH:20])[C@@H:8]([C@H:9]([C@@H:10]([C@@H:5]([CH2:6][OH:47])[OH:4])[OH:11])[OH:15])[OH:7]. The catalyst class is: 5. (5) Reactant: Cl[CH2:2][C:3]1[N:7]([C:8]2[CH:13]=[CH:12][C:11]([C:14]([F:17])([F:16])[F:15])=[CH:10][CH:9]=2)[N:6]=[N:5][N:4]=1.C(N(CC)CC)C.[CH3:25][C@@H:26]1[NH:31][CH2:30][CH2:29][NH:28][C:27]1=[O:32]. Product: [CH3:25][C@@H:26]1[N:31]([CH2:2][C:3]2[N:7]([C:8]3[CH:13]=[CH:12][C:11]([C:14]([F:17])([F:16])[F:15])=[CH:10][CH:9]=3)[N:6]=[N:5][N:4]=2)[CH2:30][CH2:29][NH:28][C:27]1=[O:32]. The catalyst class is: 10. (6) Reactant: [NH:1]1[CH2:6][CH2:5][CH:4]([CH2:7][N:8]2[CH2:13][CH2:12][CH:11]([CH2:14][NH:15][C:16]([C:18]3[C:26]4[N:25]=[C:24]([CH:27]([CH3:29])[CH3:28])[NH:23][C:22]=4[CH:21]=[CH:20][CH:19]=3)=[O:17])[CH2:10][CH2:9]2)[CH2:3][CH2:2]1.C(N(CC)C(C)C)(C)C.ClCCl.[Cl:42][C:43]1[CH:51]=[CH:50][CH:49]=[CH:48][C:44]=1[C:45](Cl)=[O:46]. Product: [Cl:42][C:43]1[CH:51]=[CH:50][CH:49]=[CH:48][C:44]=1[C:45]([N:1]1[CH2:2][CH2:3][CH:4]([CH2:7][N:8]2[CH2:9][CH2:10][CH:11]([CH2:14][NH:15][C:16]([C:18]3[C:26]4[N:25]=[C:24]([CH:27]([CH3:29])[CH3:28])[NH:23][C:22]=4[CH:21]=[CH:20][CH:19]=3)=[O:17])[CH2:12][CH2:13]2)[CH2:5][CH2:6]1)=[O:46]. The catalyst class is: 213. (7) Reactant: [CH3:1][C:2]1([CH3:9])[NH:6][C:5](=[O:7])[NH:4][C:3]1=[O:8].[H-].[Na+].[CH:12]1[C:21]2[C:16](=[CH:17][CH:18]=[CH:19][CH:20]=2)[CH:15]=[CH:14][C:13]=1[S:22](Cl)(=[O:24])=[O:23]. Product: [CH3:1][C:2]1([CH3:9])[NH:6][C:5](=[O:7])[N:4]([S:22]([C:13]2[CH:14]=[CH:15][C:16]3[C:21](=[CH:20][CH:19]=[CH:18][CH:17]=3)[CH:12]=2)(=[O:24])=[O:23])[C:3]1=[O:8]. The catalyst class is: 7. (8) Reactant: C(OC(=O)[NH:7][C:8]1[CH:13]=[C:12]([O:14][CH2:15][C:16]([F:19])([F:18])[F:17])[C:11]([C:20]([F:23])([F:22])[F:21])=[CH:10][C:9]=1[NH:24][C:25](=[O:43])[CH2:26][C:27]([C:29]1[CH:34]=[CH:33][CH:32]=[C:31]([C:35]2[CH:36]=[N:37][C:38]([CH2:41][CH3:42])=[CH:39][CH:40]=2)[CH:30]=1)=O)(C)(C)C.C(O)(C(F)(F)F)=O. Product: [CH2:41]([C:38]1[N:37]=[CH:36][C:35]([C:31]2[CH:30]=[C:29]([C:27]3[CH2:26][C:25](=[O:43])[NH:24][C:9]4[CH:10]=[C:11]([C:20]([F:23])([F:21])[F:22])[C:12]([O:14][CH2:15][C:16]([F:18])([F:19])[F:17])=[CH:13][C:8]=4[N:7]=3)[CH:34]=[CH:33][CH:32]=2)=[CH:40][CH:39]=1)[CH3:42]. The catalyst class is: 2.